This data is from Reaction yield outcomes from USPTO patents with 853,638 reactions. The task is: Predict the reaction yield, written as a fraction of the theoretical maximum amount of product (1.0 means a 100% yield; for example, 0.34 means a 34% yield). (1) The reactants are [N+:1]([C:4]1[CH:9]=[CH:8][CH:7]=[CH:6][C:5]=1[O:10][CH2:11][CH2:12][CH2:13][CH2:14][CH:15]=[CH2:16])([O-])=O.[N+](C1C=CC=CC=1O)([O-])=O.BrCCCCC=C.C([O-])([O-])=O.[Na+].[Na+]. The catalyst is O. The product is [CH2:11]([O:10][C:5]1[CH:6]=[CH:7][CH:8]=[CH:9][C:4]=1[NH2:1])[CH2:12][CH2:13][CH2:14][CH:15]=[CH2:16]. The yield is 0.610. (2) The reactants are [F:1][CH:2]([F:32])[C:3]1[N:7]([C:8]2[N:13]=[C:12]([N:14]3[CH2:19][CH2:18][O:17][CH2:16][CH2:15]3)[N:11]=[C:10]([N:20]3[CH2:25][CH2:24][NH:23][CH2:22][CH2:21]3)[N:9]=2)[C:6]2[CH:26]=[CH:27][CH:28]=[C:29]([O:30][CH3:31])[C:5]=2[N:4]=1.Cl[CH2:34][CH2:35][S:36](Cl)(=[O:38])=[O:37].O.C(Cl)Cl.CCOC(C)=O. The catalyst is CN(C1C=CN=CC=1)C.N1C=CC=CC=1. The product is [F:32][CH:2]([F:1])[C:3]1[N:7]([C:8]2[N:13]=[C:12]([N:14]3[CH2:15][CH2:16][O:17][CH2:18][CH2:19]3)[N:11]=[C:10]([N:20]3[CH2:25][CH2:24][N:23]([S:36]([CH:35]=[CH2:34])(=[O:38])=[O:37])[CH2:22][CH2:21]3)[N:9]=2)[C:6]2[CH:26]=[CH:27][CH:28]=[C:29]([O:30][CH3:31])[C:5]=2[N:4]=1. The yield is 0.310. (3) The reactants are [Br:1][C:2]1[CH:12]=[C:11]([F:13])[CH:10]=[CH:9][C:3]=1[O:4][CH2:5][C:6]([OH:8])=O.[CH:14]([NH:17][NH:18][C:19]([CH:21]1[CH2:26][CH2:25][CH2:24][CH2:23][CH2:22]1)=[O:20])([CH3:16])[CH3:15].C(N(C(C)C)CC)(C)C.F[P-](F)(F)(F)(F)F.Br[P+](N1CCCC1)(N1CCCC1)N1CCCC1. The catalyst is CN(C=O)C. The product is [Br:1][C:2]1[CH:12]=[C:11]([F:13])[CH:10]=[CH:9][C:3]=1[O:4][CH2:5][C:6]([N:17]([CH:14]([CH3:16])[CH3:15])[NH:18][C:19]([CH:21]1[CH2:22][CH2:23][CH2:24][CH2:25][CH2:26]1)=[O:20])=[O:8]. The yield is 0.750. (4) The reactants are [C:1]([C:5]1[NH:6][C:7]2[C:12]([CH:13]=1)=[CH:11][C:10]([N+:14]([O-])=O)=[CH:9][C:8]=2[F:17])([CH3:4])([CH3:3])[CH3:2]. The catalyst is CO.[Ni]. The product is [C:1]([C:5]1[NH:6][C:7]2[C:12]([CH:13]=1)=[CH:11][C:10]([NH2:14])=[CH:9][C:8]=2[F:17])([CH3:4])([CH3:2])[CH3:3]. The yield is 0.240. (5) The reactants are CON(C)[C:4]([C:6]1[S:10][C:9]([C:11]2[CH:16]=[CH:15][CH:14]=[CH:13][CH:12]=2)=[N:8][C:7]=1[CH2:17][O:18][CH3:19])=[O:5].[CH3:21][Mg]Br.C1(C)C=CC=CC=1.C1COCC1. The catalyst is C1COCC1. The product is [CH3:19][O:18][CH2:17][C:7]1[N:8]=[C:9]([C:11]2[CH:12]=[CH:13][CH:14]=[CH:15][CH:16]=2)[S:10][C:6]=1[C:4](=[O:5])[CH3:21]. The yield is 0.810. (6) The reactants are [Li][CH2:2]CCC.[CH3:6][O:7][C:8]1[CH:9]=[C:10]([CH:13]=[CH:14][CH:15]=1)[CH:11]=O. The catalyst is [Br-].C[P+](C1C=CC=CC=1)(C1C=CC=CC=1)C1C=CC=CC=1.O1CCCC1. The product is [CH3:6][O:7][C:8]1[CH:15]=[CH:14][CH:13]=[C:10]([CH:11]=[CH2:2])[CH:9]=1. The yield is 0.900.